The task is: Predict which catalyst facilitates the given reaction.. This data is from Catalyst prediction with 721,799 reactions and 888 catalyst types from USPTO. (1) Reactant: [F:1][C:2]1[CH:9]=[CH:8][C:5]([C:6]#[N:7])=[C:4]([CH:10]=[O:11])[CH:3]=1.[H-].[Al+3].[Li+].[H-].[H-].[H-].[OH-].[Na+].S([O-])([O-])(=O)=O.[Na+].[Na+]. Product: [NH2:7][CH2:6][C:5]1[CH:8]=[CH:9][C:2]([F:1])=[CH:3][C:4]=1[CH2:10][OH:11]. The catalyst class is: 30. (2) Reactant: [C:1]([O:5][C:6](=[O:35])[CH2:7][O:8][C:9]1[C:18]2[CH2:17][CH2:16][CH2:15][C@@H:14]([N:19]([S:21]([C:24]3[CH:29]=[C:28]([C:30]([F:33])([F:32])[F:31])[CH:27]=[C:26](F)[CH:25]=3)(=[O:23])=[O:22])[CH3:20])[C:13]=2[CH:12]=[CH:11][CH:10]=1)([CH3:4])([CH3:3])[CH3:2].[H-].[Na+].[CH3:38][CH:39]([OH:41])[CH3:40].O. Product: [C:1]([O:5][C:6](=[O:35])[CH2:7][O:8][C:9]1[C:18]2[CH2:17][CH2:16][CH2:15][C@@H:14]([N:19]([S:21]([C:24]3[CH:29]=[C:28]([C:30]([F:33])([F:32])[F:31])[CH:27]=[C:26]([O:41][CH:39]([CH3:40])[CH3:38])[CH:25]=3)(=[O:22])=[O:23])[CH3:20])[C:13]=2[CH:12]=[CH:11][CH:10]=1)([CH3:4])([CH3:2])[CH3:3]. The catalyst class is: 9. (3) The catalyst class is: 1. Reactant: [CH:1]1[C:9]2[C:8]3[CH:10]=[CH:11][CH:12]=[CH:13][C:7]=3[O:6][C:5]=2[CH:4]=[C:3]([NH2:14])[CH:2]=1.F[C:16]1[C:17]([N+:24]([O-:26])=[O:25])=[C:18]([CH:21]=[CH:22][CH:23]=1)[C:19]#[N:20].C(N(CC)C(C)C)(C)C. Product: [N+:24]([C:17]1[C:16]([NH:14][C:3]2[CH:2]=[CH:1][C:9]3[C:8]4[CH:10]=[CH:11][CH:12]=[CH:13][C:7]=4[O:6][C:5]=3[CH:4]=2)=[CH:23][CH:22]=[CH:21][C:18]=1[C:19]#[N:20])([O-:26])=[O:25]. (4) Reactant: [O:1]=[C:2]1[NH:11][C:10](=[O:12])[C:9]2[C:4]([N:5]([CH2:17][CH2:18][N:19]3[CH2:24][CH2:23][CH:22]([C:25]([O:27]C(C)(C)C)=[O:26])[CH2:21][CH2:20]3)[C:6]3[CH:16]=[CH:15][CH:14]=[CH:13][C:7]=3[N:8]=2)=[N:3]1.[C:32]([OH:38])([C:34]([F:37])([F:36])[F:35])=[O:33]. Product: [F:35][C:34]([F:37])([F:36])[C:32]([OH:38])=[O:33].[O:1]=[C:2]1[NH:11][C:10](=[O:12])[C:9]2[C:4]([N:5]([CH2:17][CH2:18][N:19]3[CH2:24][CH2:23][CH:22]([C:25]([OH:27])=[O:26])[CH2:21][CH2:20]3)[C:6]3[CH:16]=[CH:15][CH:14]=[CH:13][C:7]=3[N:8]=2)=[N:3]1. The catalyst class is: 2. (5) Product: [Br:1][C:2]1[CH:3]=[C:4]([CH:8]=[C:9]([I:11])[CH:10]=1)[C:5]([O:15][CH2:14][C:18]1[CH:17]=[CH:9][CH:10]=[CH:2][CH:3]=1)=[O:7]. The catalyst class is: 4. Reactant: [Br:1][C:2]1[CH:3]=[C:4]([CH:8]=[C:9]([I:11])[CH:10]=1)[C:5]([OH:7])=O.CN(C)[CH:14]=[O:15].[C:17](Cl)(=O)[C:18](Cl)=O.